Dataset: Forward reaction prediction with 1.9M reactions from USPTO patents (1976-2016). Task: Predict the product of the given reaction. (1) Given the reactants [CH:1]12[CH2:10][CH:5]3[CH2:6][CH:7]([CH2:9][CH:3]([CH2:4]3)[CH:2]1[NH:11][CH2:12][C:13]([CH3:16])([NH2:15])[CH3:14])[CH2:8]2.[C:17](N1C=CN=C1)(N1C=CN=C1)=[O:18].O, predict the reaction product. The product is: [CH:3]12[CH2:9][CH:7]3[CH2:6][CH:5]([CH2:10][CH:1]([CH2:8]3)[CH:2]1[N:11]1[CH2:12][C:13]([CH3:16])([CH3:14])[NH:15][C:17]1=[O:18])[CH2:4]2. (2) Given the reactants [CH2:1]([S:3]([C:6]1[CH:11]=[CH:10][C:9]([N+:12]([O-])=O)=[CH:8][C:7]=1[CH2:15][N:16]1[CH:25]=[CH:24][C:23]2[C:18](=[CH:19][C:20]([O:26][C:27]([F:30])([F:29])[F:28])=[CH:21][CH:22]=2)[C:17]1=[O:31])(=[O:5])=[O:4])[CH3:2].NC1C=C(C)C=CC=1C(OCC)=O, predict the reaction product. The product is: [NH2:12][C:9]1[CH:10]=[CH:11][C:6]([S:3]([CH2:1][CH3:2])(=[O:5])=[O:4])=[C:7]([CH2:15][N:16]2[CH:25]=[CH:24][C:23]3[C:18](=[CH:19][C:20]([O:26][C:27]([F:29])([F:30])[F:28])=[CH:21][CH:22]=3)[C:17]2=[O:31])[CH:8]=1.